From a dataset of Peptide-MHC class I binding affinity with 185,985 pairs from IEDB/IMGT. Regression. Given a peptide amino acid sequence and an MHC pseudo amino acid sequence, predict their binding affinity value. This is MHC class I binding data. (1) The peptide sequence is MYPSCCCTK. The MHC is Patr-A0401 with pseudo-sequence Patr-A0401. The binding affinity (normalized) is 0.797. (2) The peptide sequence is RTLLSRVYQIL. The MHC is Mamu-A02 with pseudo-sequence Mamu-A02. The binding affinity (normalized) is 0.951. (3) The peptide sequence is YRPLHFQYV. The MHC is HLA-B08:01 with pseudo-sequence HLA-B08:01. The binding affinity (normalized) is 0.491. (4) The peptide sequence is YHRFGLYRL. The MHC is HLA-B40:01 with pseudo-sequence HLA-B40:01. The binding affinity (normalized) is 0.0847. (5) The peptide sequence is VGPRTCRNMW. The MHC is Mamu-A01 with pseudo-sequence Mamu-A01. The binding affinity (normalized) is 0.116. (6) The peptide sequence is YPAEITLTW. The MHC is HLA-A11:01 with pseudo-sequence HLA-A11:01. The binding affinity (normalized) is 0.0847. (7) The peptide sequence is STQQNKLVI. The MHC is HLA-A02:01 with pseudo-sequence HLA-A02:01. The binding affinity (normalized) is 0. (8) The peptide sequence is RQHPGLFPF. The MHC is HLA-B83:01 with pseudo-sequence HLA-B83:01. The binding affinity (normalized) is 0.213. (9) The peptide sequence is WSTIWRQLY. The MHC is HLA-A02:11 with pseudo-sequence HLA-A02:11. The binding affinity (normalized) is 0.0847.